Dataset: Catalyst prediction with 721,799 reactions and 888 catalyst types from USPTO. Task: Predict which catalyst facilitates the given reaction. Reactant: [C:9](O[C:9]([O:11][C:12]([CH3:15])([CH3:14])[CH3:13])=[O:10])([O:11][C:12]([CH3:15])([CH3:14])[CH3:13])=[O:10].[NH2:16][C@H:17]([CH3:27])[CH2:18][C:19]1[CH:20]=[C:21]([CH2:25][OH:26])[CH:22]=[CH:23][CH:24]=1.C(N(CC)CC)C. Product: [OH:26][CH2:25][C:21]1[CH:20]=[C:19]([CH2:18][C@H:17]([NH:16][C:9](=[O:10])[O:11][C:12]([CH3:13])([CH3:14])[CH3:15])[CH3:27])[CH:24]=[CH:23][CH:22]=1. The catalyst class is: 20.